This data is from Full USPTO retrosynthesis dataset with 1.9M reactions from patents (1976-2016). The task is: Predict the reactants needed to synthesize the given product. (1) Given the product [OH:38][C@H:15]1[CH2:16][C@H:17]([O:19][C:20]2[CH:25]=[C:24]([NH:26][C@@H:27]3[C:35]4[C:30](=[CH:31][CH:32]=[CH:33][CH:34]=4)[CH2:29][C@@H:28]3[O:36][CH3:37])[N:23]=[CH:22][N:21]=2)[CH2:18][C@H:14]1[CH2:13][NH:5][S:2]([NH2:1])(=[O:4])=[O:3], predict the reactants needed to synthesize it. The reactants are: [NH2:1][S:2]([N:5]([CH2:13][C@@H:14]1[CH2:18][C@@H:17]([O:19][C:20]2[CH:25]=[C:24]([NH:26][C@@H:27]3[C:35]4[C:30](=[CH:31][CH:32]=[CH:33][CH:34]=4)[CH2:29][C@@H:28]3[O:36][CH3:37])[N:23]=[CH:22][N:21]=2)[CH2:16][C@@H:15]1[OH:38])C(=O)OC(C)(C)C)(=[O:4])=[O:3].FC(F)(F)C(O)=O. (2) Given the product [CH3:27][N:28]1[CH2:7][CH2:6][CH2:5][CH:4]([C:9]2[N:13]3[CH:14]=[C:15]([CH3:18])[CH:16]=[CH:17][C:12]3=[N:11][C:10]=2[C:19]2[CH:24]=[CH:23][C:22]([CH3:25])=[CH:21][CH:20]=2)[C:3]1=[O:26], predict the reactants needed to synthesize it. The reactants are: CO[C:3](=[O:26])[CH:4]([C:9]1[N:13]2[CH:14]=[C:15]([CH3:18])[CH:16]=[CH:17][C:12]2=[N:11][C:10]=1[C:19]1[CH:24]=[CH:23][C:22]([CH3:25])=[CH:21][CH:20]=1)[CH2:5][CH2:6][CH:7]=O.[CH3:27][NH2:28].[BH4-].[Na+].O. (3) Given the product [OH:42][C:25]([CH3:41])([CH3:24])[CH2:26][N:27]1[CH:31]=[C:30]([C:2]2[CH:3]=[CH:4][C:5]3[C:11]4[N:12]=[C:13]([N:15]5[C:19]([CH3:20])([CH3:21])[CH2:18][O:17][C:16]5=[O:22])[S:14][C:10]=4[CH2:9][CH2:8][O:7][C:6]=3[CH:23]=2)[CH:29]=[N:28]1, predict the reactants needed to synthesize it. The reactants are: Br[C:2]1[CH:3]=[CH:4][C:5]2[C:11]3[N:12]=[C:13]([N:15]4[C:19]([CH3:21])([CH3:20])[CH2:18][O:17][C:16]4=[O:22])[S:14][C:10]=3[CH2:9][CH2:8][O:7][C:6]=2[CH:23]=1.[CH3:24][C:25]([OH:42])([CH3:41])[CH2:26][N:27]1[CH:31]=[C:30](B2OC(C)(C)C(C)(C)O2)[CH:29]=[N:28]1.